From a dataset of Retrosynthesis with 50K atom-mapped reactions and 10 reaction types from USPTO. Predict the reactants needed to synthesize the given product. Given the product COC(=O)c1cc(Cl)c([N+](=O)[O-])cc1OCCCBr, predict the reactants needed to synthesize it. The reactants are: COC(=O)c1cc(Cl)c([N+](=O)[O-])cc1O.OCCCBr.